From a dataset of Catalyst prediction with 721,799 reactions and 888 catalyst types from USPTO. Predict which catalyst facilitates the given reaction. Product: [N:5]1([CH2:4][CH2:3][CH2:2][SH:12])[CH2:9][CH2:8][CH2:7][CH2:6]1. The catalyst class is: 40. Reactant: Cl[CH2:2][CH2:3][CH2:4][N:5]1[CH2:9][CH2:8][CH2:7][CH2:6]1.NC(N)=[S:12].[OH-].[Na+].